This data is from Human Reference Interactome with 51,813 positive PPI pairs across 8,248 proteins, plus equal number of experimentally-validated negative pairs. The task is: Binary Classification. Given two protein amino acid sequences, predict whether they physically interact or not. (1) Protein 1 (ENSG00000156206) has sequence MAQNVYGPGVRIGNWNEDVYLEEELMKDFLEKRDKGKLLIQRSRRLKQNLLRPMQLSVTEDGYIHYGDKVMLVNPDDPDTEADVFLRGDLSLCMTPDEIQSHLKDELEVPCGLSAVQAKTPIGRNTFIILSVHRDATGQVLRYGQDFCLGITGGFDNKMLYLSSDHRTLLKSSKRSWLQEVYLTDEVSHVNCWQAAFPDPQLRLEYEGFPVPANAKILINHCHTNRGLAAHRHLFLSTYFGKEAEVVAHTYLDSHRVEKPRNHWMLVTGNPRDASSSMLDLPKPPTEDTRAMEQAMGLDT.... Protein 2 (ENSG00000185527) has sequence MNLEPPKAEFRSATRVAGGPVTPRKGPPKFKQRQTRQFKSKPPKKGVQGFGDDIPGMEGLGTDITVICPWEAFNHLELHELAQYGII*. Result: 0 (the proteins do not interact). (2) Protein 1 (ENSG00000152944) has sequence MADRLTQLQDAVNSLADQFCNAIGVLQQCGPPASFNNIQTAINKDQPANPTEEYAQLFAALIARTAKDIDVLIDSLPSEESTAALQAASLYKLEEENHEAATCLEDVVYRGDMLLEKIQSALADIAQSQLKTRSGTHSQSLPDS*MADRLTQLQDAVNSLADQFCNAIGVLQQCGPPASFNNIQTAINKDQPANPTEEYAQLFAALIARTAKDIDVLIDSLPSEESTAALQAASLYKLEEENHEAATCLEDVVYRGDMLLEKIQSALADIAQSQLKTRSGEVSVTQAEVQFCDHGSLQLH.... Protein 2 (ENSG00000130313) has sequence MAAPAPGLISVFSSSQELGAALAQLVAQRAACCLAGARARFALGLSGGSLVSMLARELPAAVAPAGPASLARWTLGFCDERLVPFDHAESTYGLYRTHLLSRLPIPESQVITINPELPVEEAAEDYAKKLRQAFQGDSIPVFDLLILGVGPDGHTCSLFPDHPLLQEREKIVAPISDSPKPPPQRVTLTLPVLNAARTVIFVATGEGKAAVLKRILEDQEENPLPAALVQPHTGKLCWFLDEAAARLLTVPFEKHSTL*AGPASLARWTLGFCDERLVPFDHAESTYGLYRTHLLSRLPI.... Result: 0 (the proteins do not interact). (3) Protein 2 (ENSG00000179912) has sequence MSNSNTTQETLEIMKESEKKLVEESVNKNKFISKTPSKEEIEKECEDTSLRQETQRRTSNHGHARKRAKSNSKLKLVRSLAVCEESSTPFADGPLETQDIIQLHISCPSDKEEEKSTKDVSEKEDKDKNKEKIPRKMLSRDSSQEYTDSTGIDLHEFLVNTLKKNPRDRMMLLKLEQEILEFINDNNNQFKKFPQMTSYHRMLLHRVAAYFGMDHNVDQTGKAVIINKTSNTRIPEQRFSEHIKDEKNTEFQQRFILKRDDASMDRDDNQTGQNGYLNDIRLSKEAFSSSSHKRRQIFRG.... Protein 1 (ENSG00000136807) has sequence MAKQYDSVECPFCDEVSKYEKLAKIGQGTFGEVFKARHRKTGQKVALKKVLMENEKEGFPITALREIKILQLLKHENVVNLIEICRTKASPYNRCKGSIYLVFDFCEHDLAGLLSNVLVKFTLSEIKRVMQMLLNGLYYIHRNKILHRDMKAANVLITRDGVLKLADFGLARAFSLAKNSQPNRYTNRVVTLWYRPPELLLGERDYGPPIDLWGAGCIMAEMWTRSPIMQGNTEQHQLALISQLCGSITPEVWPNVDNYELYEKLELVKGQKRKVKDRLKAYVRDPYALDLIDKLLVLDP.... Result: 0 (the proteins do not interact). (4) Protein 1 (ENSG00000148841) has sequence MAMGLFRVCLVVVTAIINHPLLFPRENATVPENEEEIIRKMQAHQEKLQLEQLRLEEEVARLAAEKEALEQVAEEGRQQNETRVAWDLWSTLCMILFLMIEVWRQDHQEGPSPECLGGEEDELPGLGGAPLQGLTLPNKATLGHFYERCIRGATADAARTREFLEGFVDDLLEALRSLCNRDTDMEVEDFIGVDSMYENWQVDRPLLCHLFVPFTPPEPYRFHPELWCSGRSVPLDRQGYGQIKVVRADGDTLSCICGKTKLGEDMLCLLHGRNSMAPPCGDMENLLCATDSLYLDTMQV.... Protein 2 (ENSG00000138435) has sequence MEPWPLLLLFSLCSAGLVLGSEHETRLVAKLFKDYSSVVRPVEDHRQVVEVTVGLQLIQLINVDEVNQIVTTNVRLKQGDMVDLPRPSCVTLGVPLFSHLQNEQWVDYNLKWNPDDYGGVKKIHIPSEKIWRPDLVLYNNADGDFAIVKFTKVLLQYTGHITWTPPAIFKSYCEIIVTHFPFDEQNCSMKLGTWTYDGSVVAINPESDQPDLSNFMESGEWVIKESRGWKHSVTYSCCPDTPYLDITYHFVMQRLPLYFIVNVIIPCLLFSFLTGLVFYLPTDSGEKMTLSISVLLSLTV.... Result: 0 (the proteins do not interact). (5) Protein 1 (ENSG00000249931) has sequence MAEETQHNKLAAAKKKLKEYWQKNSPRVPAGANRNRKTNGSIPEKATSGGCQPPRDSATGFHREGPTSSATLKDLESPCQERAVVLDSRSVEISQLKNTIKSLKQQKKQVEHQLEEEKKANNKKQKAKRVLEVQIQTLNIQKEELNTDLYHMKRSLRYFEEKSKDLAVRLQHSLQRKGELESVLSNVMATQKKKANQLSSRSKARTEWKLEQSMREEALLKVQLTQLKESFQQVQLERDEYSEHLKGERARWQQRMRKMSQEICTLKKEKQQDMRRVEKLERSLSKLKNQMAEPLPPEPP.... Protein 2 (ENSG00000175582) has sequence MSTGGDFGNPLRKFKLVFLGEQSVGKTSLITRFMYDSFDNTYQATIGIDFLSKTMYLEDRTIRLQLWDTAGQERFRSLIPSYIRDSAAAVVVYDITNVNSFQQTTKWIDDVRTERGSDVIIMLVGNKTDLADKRQVSIEEGERKAKELNVMFIETSAKAGYNVKQLFRRVAAALPGMESTQDRSREDMIDIKLEKPQEQPVSEGGCSC*MSTGGDFGNPLRKFKLVFLGEQSVGKTSLITRFMYDSFDNTYQATIGIDFLSKTMYLEDRTVRLQLWDTAGQERFRSLIPSYIRDSTVAVV.... Result: 0 (the proteins do not interact). (6) Protein 1 (ENSG00000101546) has sequence MWAAAGGLWRSRAGLRALFRSRDAALFPGCERGLHCSAVSCKNWLKKFASKTKKKVWYESPSLGSHSTYKPSKLEFLMRSTSKKTRKEDHARLRALNGLLYKALTDLLCTPEVSQELYDLNVELSKVSLTPDFSACRAYWKTTLSAEQNAHMEAVLQRSAAHMSLISYWQSQTLDPGMKETTLYKMISGTLMPHNPAAPQSRPQAPVCVGSIMRRSTSRLWSTKGGKIKGSGAWCGRGRWLS*MWAAAGGLWRSRAGLRALFRSRDAALFPGCERGLHCSAVSCKNWLKKFASKTKKKVW.... Protein 2 (ENSG00000107566) has sequence MNMTQARVLVAAVVGLVAVLLYASIHKIEEGHLAVYYRGGALLTSPSGPGYHIMLPFITTFRSVQTTLQTDEVKNVPCGTSGGVMIYIDRIEVVNMLAPYAVFDIVRNYTADYDKTLIFNKIHHELNQFCSAHTLQEVYIELFDQIDENLKQALQKDLNLMAPGLTIQAVRVTKPKIPEAIRRNFELMEAEKTKLLIAAQKQKVVEKEAETERKKAVIEAEKIAQVAKIRFQQKVMEKETEKRISEIEDAAFLAREKAKADAEYYAAHKYATSNKMNMTQARVLVAAVVGLVAVLLYASI.... Result: 1 (the proteins interact). (7) Protein 1 (ENSG00000101367) has sequence MAVNVYSTSVTSDNLSRHDMLAWINESLQLNLTKIEQLCSGAAYCQFMDMLFPGSIALKKVKFQAKLEHEYIQNFKILQAGFKRMGVDKIIPVDKLVKGKFQDNFEFVQWFKKFFDANYDGKDYDPVAARQGQETAVAPSLVAPALNKPKKPLTSSSAAPQRPISTQRTAAAPKAGPGVVRKNPGVGNGDDEAAELMQQVNVLKLTVEDLEKERDFYFGKLRNIELICQENEGENDPVLQRIVDILYATDEGFVIPDEGGPQEEQEEY*. Protein 2 (ENSG00000161914) has sequence MAERALEPEAEAEAEAGAGGEAAAEEGAAGRKARGRPRLTESDRARRRLESRKKYDVRRVYLGEAHGPWVDLRRRSGWSDAKLAAYLISLERGQRSGRHGKPWEQVPKKPKRKKRRRRNVNCLKNVVIWYEDHKHRCPYEPHLAELDPTFGLYTTAVWQCEAGHRYFQDLHSPLKPLSDSDPDSDKVGNGLVAGSSDSSSSGSASDSEESPEGQPVKAAAAAAAATPTSPVGSSGLITQEGVHIPFDVHHVESLAEQGTPLCSNPAGNGPEALETVVCVPVPVQVGAGPSALFENVPQEA.... Result: 1 (the proteins interact). (8) Protein 2 (ENSG00000108344) has sequence MKQEGSARRRGADKAKPPPGGGEQEPPPPPAPQDVEMKEEAATGGGSTGEADGKTAAAAAEHSQRELDTVTLEDIKEHVKQLEKAVSGKEPRFVLRALRMLPSTSRRLNHYVLYKAVQGFFTSNNATRDFLLPFLEEPMDTEADLQFRPRTGKAASTPLLPEVEAYLQLLVVIFMMNSKRYKEAQKISDDLMQKISTQNRRALDLVAAKCYYYHARVYEFLDKLDVVRSFLHARLRTATLRHDADGQATLLNLLLRNYLHYSLYDQAEKLVSKSVFPEQANNNEWARYLYYTGRIKAIQL.... Result: 0 (the proteins do not interact). Protein 1 (ENSG00000120457) has sequence MAGDSRNAMNQDMEIGVTPWDPKKIPKQARDYVPIATDRTRLLAEGKKPRQRYMEKSGKCNVHHGNVQETYRYLSDLFTTLVDLKWRFNLLVFTMVYTVTWLFFGFIWWLIAYIRGDLDHVGDQEWIPCVENLSGFVSAFLFSIETETTIGYGFRVITEKCPEGIILLLVQAILGSIVNAFMVGCMFVKISQPKKRAETLMFSNNAVISMRDEKLCLMFRVGDLRNSHIVEASIRAKLIKSRQTKEGEFIPLNQTDINVGFDTGDDRLFLVSPLIISHEINQKSPFWEMSQAQLHQEEFE.... (9) Protein 1 (ENSG00000143858) has sequence MRNIFKRNQEPIVAPATTTATMPIGPVDNSTESGGAGESQEDMFAKLKEKLFNEINKIPLPPWALIAIAVVAGLLLLTCCFCICKKCCCKKKKNKKEKGKGMKNAMNMKDMKGGQDDDDAETGLTEGEGEGEEEKEPENLGKLQFSLDYDFQANQLTVGVLQAAELPALDMGGTSDPYVKVFLLPDKKKKYETKVHRKTLNPAFNETFTFKVPYQELGGKTLVMAIYDFDRFSKHDIIGEVKVPMNTVDLGQPIEEWRDLQGGEKEEPEKLGDICTSLRYVPTAGKLTVCILEAKNLKKM.... Protein 2 (ENSG00000203805) has sequence MRELAIEIGVRALLFGVFVFTEFLDPFQRVIQPEEIWLYKNPLVQSDNIPTRLMFAISFLTPLAVICVVKIIRRTDKTEIKEAFLAVSLALALNGVCTNTIKLIVGRPRPDFFYRCFPDGVMNSEMHCTGDPDLVSEGRKSFPSIHSSFAFSGLGFTTFYLAGKLHCFTESGRGKSWRLCAAILPLYCAMMIALSRMCDYKHHWQDSFVGGVIGLIFAYICYRQHYPPLANTACHKPYVSLRVPASLKKEERPTADSAPSLPLEGITEGPV*. Result: 1 (the proteins interact).